From a dataset of Forward reaction prediction with 1.9M reactions from USPTO patents (1976-2016). Predict the product of the given reaction. (1) Given the reactants [Cl:1][C:2]1[CH:7]=[CH:6][C:5]([C:8]2[NH:13][C:12](=[O:14])[C:11]([CH3:15])=[N:10][N:9]=2)=[CH:4][C:3]=1[N+:16]([O-])=O.[Sn](Cl)(Cl)(Cl)Cl, predict the reaction product. The product is: [NH2:16][C:3]1[CH:4]=[C:5]([C:8]2[NH:13][C:12](=[O:14])[C:11]([CH3:15])=[N:10][N:9]=2)[CH:6]=[CH:7][C:2]=1[Cl:1]. (2) Given the reactants Cl[C:2]1[CH:12]=[CH:11][C:10]2[C:13]3[C:3]=1[CH2:4][CH:5]([OH:14])[C:6]=3[CH:7]=[CH:8][CH:9]=2.S(Cl)([Cl:17])=O, predict the reaction product. The product is: [Cl:17][C:7]1[C:6]2=[C:13]3[C:10]([CH:11]=[CH:12][CH:2]=[C:3]3[CH2:4][C:5]2=[O:14])=[CH:9][CH:8]=1.